This data is from Forward reaction prediction with 1.9M reactions from USPTO patents (1976-2016). The task is: Predict the product of the given reaction. The product is: [F:10][C:11]1[CH:16]=[C:15]([N+:17]([O-:19])=[O:18])[CH:14]=[CH:13][C:12]=1[O:20][CH2:3][CH2:4][N:5]1[CH2:9][CH2:8][CH2:7][CH2:6]1. Given the reactants Cl.Cl[CH2:3][CH2:4][N:5]1[CH2:9][CH2:8][CH2:7][CH2:6]1.[F:10][C:11]1[CH:16]=[C:15]([N+:17]([O-:19])=[O:18])[CH:14]=[CH:13][C:12]=1[OH:20].C(=O)([O-])[O-].[Cs+].[Cs+], predict the reaction product.